From a dataset of Catalyst prediction with 721,799 reactions and 888 catalyst types from USPTO. Predict which catalyst facilitates the given reaction. (1) Reactant: [CH2:1]1[C:9]2[C:4]3=[C:5]([CH:10]=[CH:11][N:3]3[CH2:2]1)[CH:6]=[CH:7][CH:8]=2.C(Cl)(=O)C(Cl)=[O:14].CO.[C:20]([O:23][CH2:24]C)(=[O:22])[CH3:21]. Product: [CH3:24][O:23][C:20](=[O:22])[C:21]([C:1]1[C:9]2[C:4]3=[C:5]([CH2:10][CH2:11][N:3]3[CH:2]=1)[CH:6]=[CH:7][CH:8]=2)=[O:14]. The catalyst class is: 7. (2) Reactant: [CH:1]1([C:7]([O:9][CH2:10][C:11]2[CH:16]=[CH:15][CH:14]=[CH:13][CH:12]=2)=[O:8])[CH2:6][CH2:5][CH2:4][CH2:3][CH2:2]1.C[Si](C)(C)N[Si](C)(C)C.[Li].[CH2:27](Br)[CH:28]=[CH2:29].Cl. Product: [CH2:29]([C:1]1([C:7]([O:9][CH2:10][C:11]2[CH:12]=[CH:13][CH:14]=[CH:15][CH:16]=2)=[O:8])[CH2:6][CH2:5][CH2:4][CH2:3][CH2:2]1)[CH:28]=[CH2:27]. The catalyst class is: 30. (3) Reactant: [C:1](=[O:4])([O-])O.[Na+].[NH2:6][C:7]1[CH:8]=[C:9]([CH2:14][C:15]([O:17][CH3:18])=[O:16])[CH:10]=[CH:11][C:12]=1[OH:13].[C:19](CC(Cl)=O)([CH3:22])([CH3:21])[CH3:20]. Product: [CH3:20][C:19]([CH3:22])([CH3:21])[C:1]([NH:6][C:7]1[CH:8]=[C:9]([CH2:14][C:15]([O:17][CH3:18])=[O:16])[CH:10]=[CH:11][C:12]=1[OH:13])=[O:4]. The catalyst class is: 57. (4) Reactant: [Br:1][C:2]1[CH:3]=[C:4]([C:9]2[NH:10][C:11]3[N:12]([N:22]=[N:23][N:24]=3)[CH:13]([C:15]3[CH:20]=[CH:19][CH:18]=[C:17]([Br:21])[CH:16]=3)[CH:14]=2)[CH:5]=[C:6]([F:8])[CH:7]=1.[BH4-].[Na+]. Product: [Br:1][C:2]1[CH:3]=[C:4]([CH:9]2[CH2:14][CH:13]([C:15]3[CH:20]=[CH:19][CH:18]=[C:17]([Br:21])[CH:16]=3)[N:12]3[N:22]=[N:23][N:24]=[C:11]3[NH:10]2)[CH:5]=[C:6]([F:8])[CH:7]=1. The catalyst class is: 24. (5) Reactant: [Br:1][C:2]1[CH:16]=[CH:15][C:5]([CH2:6][NH:7][CH2:8][C:9]([NH:11][CH:12]2[CH2:14][CH2:13]2)=[O:10])=[CH:4][CH:3]=1.[C:17](N1C=CN=C1)(N1C=CN=C1)=[O:18].C(=O)(O)[O-].[Na+]. Product: [Br:1][C:2]1[CH:3]=[CH:4][C:5]([CH2:6][N:7]2[CH2:8][C:9](=[O:10])[N:11]([CH:12]3[CH2:13][CH2:14]3)[C:17]2=[O:18])=[CH:15][CH:16]=1. The catalyst class is: 599. (6) Reactant: [Cl:1][C:2]1[CH:7]=[CH:6][C:5]([C:8]2[C:13]([C:14]([NH:16][CH3:17])=[O:15])=[C:12]([CH3:18])[N:11]=[CH:10][CH:9]=2)=[C:4](F)[CH:3]=1.[H-].[Na+]. Product: [Cl:1][C:2]1[CH:7]=[CH:6][C:5]2[C:8]3[C:13](=[C:12]([CH3:18])[N:11]=[CH:10][CH:9]=3)[C:14](=[O:15])[N:16]([CH3:17])[C:4]=2[CH:3]=1. The catalyst class is: 1.